This data is from Peptide-MHC class II binding affinity with 134,281 pairs from IEDB. The task is: Regression. Given a peptide amino acid sequence and an MHC pseudo amino acid sequence, predict their binding affinity value. This is MHC class II binding data. The peptide sequence is IKQTLIAIHTLAIRYANRTDV. The MHC is DRB1_0405 with pseudo-sequence DRB1_0405. The binding affinity (normalized) is 0.778.